From a dataset of Retrosynthesis with 50K atom-mapped reactions and 10 reaction types from USPTO. Predict the reactants needed to synthesize the given product. (1) Given the product CC(C)c1cc(Nc2ccc(C#N)cc2F)ncc1C(=O)NCC1CCCC1, predict the reactants needed to synthesize it. The reactants are: CC(C)c1cc(Cl)ncc1C(=O)NCC1CCCC1.N#Cc1ccc(N)c(F)c1. (2) Given the product CC(Cl)OC(=O)O[C@@H]1CO[C@@H]2[C@H](OC(=O)CCCC(CO[N+](=O)[O-])O[N+](=O)[O-])CO[C@H]12, predict the reactants needed to synthesize it. The reactants are: CC(Cl)OC(=O)Cl.O=C(CCCC(CO[N+](=O)[O-])O[N+](=O)[O-])O[C@@H]1CO[C@@H]2[C@H](O)CO[C@H]12. (3) Given the product C[SiH](C)OC(C1CCCNC1)C(C)(C)C, predict the reactants needed to synthesize it. The reactants are: C[SiH](C)OC(C1CCCN(C(=O)OCc2ccccc2)C1)C(C)(C)C. (4) Given the product C[SiH](C)Oc1c(C(=O)c2cn(C(c3ccccc3)(c3ccccc3)c3ccccc3)cn2)ccc2cc(C(C)(C)C)ccc12, predict the reactants needed to synthesize it. The reactants are: C[SiH](C)Oc1c(C(O)c2cn(C(c3ccccc3)(c3ccccc3)c3ccccc3)cn2)ccc2cc(C(C)(C)C)ccc12.